This data is from Peptide-MHC class I binding affinity with 185,985 pairs from IEDB/IMGT. The task is: Regression. Given a peptide amino acid sequence and an MHC pseudo amino acid sequence, predict their binding affinity value. This is MHC class I binding data. The peptide sequence is TLTSCNTSV. The MHC is HLA-A02:02 with pseudo-sequence HLA-A02:02. The binding affinity (normalized) is 0.663.